Dataset: Full USPTO retrosynthesis dataset with 1.9M reactions from patents (1976-2016). Task: Predict the reactants needed to synthesize the given product. Given the product [Cl:91][C:88]1[CH:87]=[CH:86][C:85]([C:74]2[N:75]([CH2:78][C@H:79]([OH:84])[C:80]([F:81])([F:83])[F:82])[C:76](=[O:77])[N:72]([CH2:71][C:70]([NH:69][C@@:57]([C:56]3[NH:55][C:95](=[O:96])[O:94][N:93]=3)([C:59]3[CH:64]=[CH:63][CH:62]=[C:61]([C:65]([F:68])([F:67])[F:66])[CH:60]=3)[CH3:58])=[O:92])[N:73]=2)=[CH:90][CH:89]=1, predict the reactants needed to synthesize it. The reactants are: NC(=NO)[C@](NC(=O)CN1C(=O)N(C[C@H](O)C(F)(F)F)C(C2C=CC(Cl)=CC=2)=N1)(C1C=CC=C(C(F)(F)F)C=1)C.N1C=CC=CC=1.ClC(OCC(C)C)=O.[NH2:55][C:56](=[N:93][O:94][C:95](OCC(C)C)=[O:96])[C@:57]([NH:69][C:70](=[O:92])[CH2:71][N:72]1[C:76](=[O:77])[N:75]([CH2:78][C@H:79]([OH:84])[C:80]([F:83])([F:82])[F:81])[C:74]([C:85]2[CH:90]=[CH:89][C:88]([Cl:91])=[CH:87][CH:86]=2)=[N:73]1)([C:59]1[CH:64]=[CH:63][CH:62]=[C:61]([C:65]([F:68])([F:67])[F:66])[CH:60]=1)[CH3:58].Cl.